From a dataset of Full USPTO retrosynthesis dataset with 1.9M reactions from patents (1976-2016). Predict the reactants needed to synthesize the given product. (1) Given the product [CH2:9]([N:3]1[CH2:4][C:5](=[O:7])[N:3]([CH2:9][CH2:10][CH2:11][CH3:12])[CH2:4][C:5]1=[O:7])[CH2:10][CH2:11][CH3:12], predict the reactants needed to synthesize it. The reactants are: [H-].[Na+].[NH2:3][CH2:4][C:5]([OH:7])=O.Br[CH2:9][CH2:10][CH2:11][CH3:12]. (2) Given the product [Cl:5][CH2:6][C:7]1[CH:12]=[CH:11][N:10]=[C:9]([NH:13][C:3]([NH:2][CH3:1])=[O:4])[CH:8]=1, predict the reactants needed to synthesize it. The reactants are: [CH3:1][N:2]=[C:3]=[O:4].[Cl:5][CH2:6][C:7]1[CH:12]=[CH:11][N:10]=[C:9]([NH2:13])[CH:8]=1. (3) Given the product [Cl:19][C:20]1[C:24]([Cl:25])=[C:23]([CH3:26])[NH:22][C:21]=1[C:27]([NH:18][C:15]1[CH:16]=[CH:17][C:12]([C:8]2[CH:9]=[N:10][CH:11]=[C:6]([CH:7]=2)[C:4]([O:3][CH2:1][CH3:2])=[O:5])=[CH:13][CH:14]=1)=[O:28], predict the reactants needed to synthesize it. The reactants are: [CH2:1]([O:3][C:4]([C:6]1[CH:7]=[C:8]([C:12]2[CH:17]=[CH:16][C:15]([NH3+:18])=[CH:14][CH:13]=2)[CH:9]=[N:10][CH:11]=1)=[O:5])[CH3:2].[Cl:19][C:20]1[C:24]([Cl:25])=[C:23]([CH3:26])[NH:22][C:21]=1[C:27](Cl)=[O:28].C(N(C(C)C)CC)(C)C. (4) Given the product [C:11]([CH2:14][CH2:15][C:16]1[CH:21]=[CH:20][C:19]([C:2]2[CH:3]=[CH:4][C:5]([C:8]([OH:10])=[O:9])=[N:6][CH:7]=2)=[CH:18][CH:17]=1)([OH:13])=[O:12], predict the reactants needed to synthesize it. The reactants are: Br[C:2]1[CH:3]=[CH:4][C:5]([C:8]([OH:10])=[O:9])=[N:6][CH:7]=1.[C:11]([CH2:14][CH2:15][C:16]1[CH:21]=[CH:20][C:19](B(O)O)=[CH:18][CH:17]=1)([OH:13])=[O:12].C(=O)([O-])[O-].[Na+].[Na+]. (5) Given the product [F:8][C:4]1[CH:5]=[CH:6][CH:7]=[C:2]([O:23][C:20]2[CH:19]=[CH:18][C:17]([B:12]3[O:13][C:14]([CH3:16])([CH3:15])[C:10]([CH3:24])([CH3:9])[O:11]3)=[CH:22][CH:21]=2)[N:3]=1, predict the reactants needed to synthesize it. The reactants are: F[C:2]1[CH:7]=[CH:6][CH:5]=[C:4]([F:8])[N:3]=1.[CH3:9][C:10]1([CH3:24])[C:14]([CH3:16])([CH3:15])[O:13][B:12]([C:17]2[CH:22]=[CH:21][C:20]([OH:23])=[CH:19][CH:18]=2)[O:11]1.C([O-])([O-])=O.[Cs+].[Cs+]. (6) Given the product [C:1]([O:9][CH:10]1[CH2:11][CH2:12][C:18]2[CH:19]=[CH:20][CH:21]=[CH:22][C:17]=2[S:14](=[O:16])(=[O:15])[CH2:13]1)(=[O:8])[C:2]1[CH:7]=[CH:6][CH:5]=[CH:4][CH:3]=1, predict the reactants needed to synthesize it. The reactants are: [C:1]([O:9][CH:10]([CH2:13][S:14]([C:17]1[CH:22]=[CH:21][CH:20]=[CH:19][C:18]=1Br)(=[O:16])=[O:15])[CH:11]=[CH2:12])(=[O:8])[C:2]1[CH:7]=[CH:6][CH:5]=[CH:4][CH:3]=1.C([SnH](CCCC)CCCC)CCC.CC(N=NC(C#N)(C)C)(C#N)C.